This data is from Forward reaction prediction with 1.9M reactions from USPTO patents (1976-2016). The task is: Predict the product of the given reaction. (1) Given the reactants [Br:1][C:2]1[CH:11]=[CH:10][CH:9]=[C:8]2[C:3]=1[CH:4]=[C:5](Cl)[NH:6][C:7]2=[O:12].[N:14]1([CH2:20][CH2:21][CH2:22][CH2:23][N:24]2[CH2:29][CH2:28][NH:27][CH2:26][CH2:25]2)[CH2:19][CH2:18][CH2:17][CH2:16][CH2:15]1, predict the reaction product. The product is: [Br:1][C:2]1[CH:11]=[CH:10][CH:9]=[C:8]2[C:3]=1[CH:4]=[C:5]([N:27]1[CH2:26][CH2:25][N:24]([CH2:23][CH2:22][CH2:21][CH2:20][N:14]3[CH2:15][CH2:16][CH2:17][CH2:18][CH2:19]3)[CH2:29][CH2:28]1)[NH:6][C:7]2=[O:12]. (2) Given the reactants C1(C)C=C(C)C=C(C)C=1.C([C:12]1[C:25]2[C:16](=[CH:17][C:18]3[C:23]([CH:24]=2)=[CH:22][CH:21]=[CH:20][CH:19]=3)[CH:15]=[CH:14][CH:13]=1)=C.C1(C=O)C2C(=CC3C(C=2)=CC=CC=3)C=CC=1, predict the reaction product. The product is: [CH:15]1[C:16]2[C:25](=[CH:24][C:23]3[C:18]([CH:17]=2)=[CH:19][CH:20]=[CH:21][CH:22]=3)[CH:12]=[CH:13][CH:14]=1. (3) The product is: [F:41][C:42]([F:61])([F:60])[S:43]([O:34][C:26]1=[CH:27][C:28]2[C:29]([CH:23]([O:22][Si:21]([CH:18]([CH3:20])[CH3:19])([CH:35]([CH3:37])[CH3:36])[CH:38]([CH3:40])[CH3:39])[CH2:24][CH2:25]1)=[N:30][CH:31]=[CH:32][CH:33]=2)(=[O:45])=[O:44]. Given the reactants [Li+].CC([N-]C(C)C)C.CN1C(=O)N(C)CCC1.[CH:18]([Si:21]([CH:38]([CH3:40])[CH3:39])([CH:35]([CH3:37])[CH3:36])[O:22][CH:23]1[C:29]2=[N:30][CH:31]=[CH:32][CH:33]=[C:28]2[CH2:27][C:26](=[O:34])[CH2:25][CH2:24]1)([CH3:20])[CH3:19].[F:41][C:42]([F:61])([F:60])[S:43](N(C1C=CC=CC=1)[S:43]([C:42]([F:61])([F:60])[F:41])(=[O:45])=[O:44])(=[O:45])=[O:44], predict the reaction product. (4) Given the reactants [Cl:1][C:2]1[CH:7]=[CH:6][CH:5]=[CH:4][C:3]=1[NH:8][CH:9]1[CH2:14][CH2:13][N:12]([C:15](=[O:39])[CH2:16][NH:17][C:18]([C:20]2[CH:24]=[C:23]([C:25]3[CH:30]=[CH:29][CH:28]=[CH:27][C:26]=3[O:31]CC3C=CC=CC=3)[O:22][N:21]=2)=[O:19])[CH2:11][CH2:10]1, predict the reaction product. The product is: [Cl:1][C:2]1[CH:7]=[CH:6][CH:5]=[CH:4][C:3]=1[NH:8][CH:9]1[CH2:14][CH2:13][N:12]([C:15](=[O:39])[CH2:16][NH:17][C:18]([C:20]2[CH:24]=[C:23]([C:25]3[CH:30]=[CH:29][CH:28]=[CH:27][C:26]=3[OH:31])[O:22][N:21]=2)=[O:19])[CH2:11][CH2:10]1. (5) Given the reactants [Cl:1][C:2]1[C:3]([O:12][C:13]2[CH:14]=[N:15][C:16]([O:20][CH2:21][CH:22]([CH3:24])[CH3:23])=[C:17]([Cl:19])[CH:18]=2)=[CH:4][C:5]([F:11])=[C:6]([CH:10]=1)[C:7]([OH:9])=O.C(N1C=CN=C1)(N1C=CN=C1)=O.[N:37]1([S:46]([NH2:49])(=[O:48])=[O:47])[C:45]2[C:40](=[CH:41][CH:42]=[CH:43][CH:44]=2)[CH2:39][CH2:38]1.N12CCCN=C1CCCCC2, predict the reaction product. The product is: [Cl:1][C:2]1[C:3]([O:12][C:13]2[CH:14]=[N:15][C:16]([O:20][CH2:21][CH:22]([CH3:24])[CH3:23])=[C:17]([Cl:19])[CH:18]=2)=[CH:4][C:5]([F:11])=[C:6]([CH:10]=1)[C:7]([NH:49][S:46]([N:37]1[C:45]2[C:40](=[CH:41][CH:42]=[CH:43][CH:44]=2)[CH2:39][CH2:38]1)(=[O:48])=[O:47])=[O:9]. (6) Given the reactants [NH2:1][C:2]1[O:6][N:5]=[C:4]([C:7]2[CH:12]=[CH:11][CH:10]=[CH:9][C:8]=2[F:13])[C:3]=1[C:14]([OH:16])=O.Cl.C(N=C=NCCCN(C)C)C.[CH3:29][O:30][C:31]1[CH:36]=[CH:35][CH:34]=[CH:33][C:32]=1[N:37]1[CH2:42][CH2:41][NH:40][CH2:39][CH2:38]1, predict the reaction product. The product is: [NH2:1][C:2]1[O:6][N:5]=[C:4]([C:7]2[CH:12]=[CH:11][CH:10]=[CH:9][C:8]=2[F:13])[C:3]=1[C:14]([N:40]1[CH2:39][CH2:38][N:37]([C:32]2[CH:33]=[CH:34][CH:35]=[CH:36][C:31]=2[O:30][CH3:29])[CH2:42][CH2:41]1)=[O:16]. (7) The product is: [Br:18][CH2:9]/[CH:8]=[CH:7]/[CH:1]1[CH2:6][CH2:5][CH2:4][CH2:3][CH2:2]1. Given the reactants [CH:1]1(/[CH:7]=[CH:8]/[CH2:9]O)[CH2:6][CH2:5][CH2:4][CH2:3][CH2:2]1.N1C=CC=CC=1.P(Br)(Br)[Br:18], predict the reaction product.